Dataset: Full USPTO retrosynthesis dataset with 1.9M reactions from patents (1976-2016). Task: Predict the reactants needed to synthesize the given product. (1) Given the product [CH2:34]([N:36]([CH2:37][CH3:38])[CH2:2][CH2:3][CH2:4][O:5][C:6]1[CH:15]=[C:14]2[C:9]([C:10]([O:16][C:17]3[CH:22]=[CH:21][C:20]([CH3:23])=[CH:19][C:18]=3[C:24]([C:26]3[CH:31]=[CH:30][CH:29]=[CH:28][CH:27]=3)=[O:25])=[CH:11][CH:12]=[N:13]2)=[CH:8][C:7]=1[O:32][CH3:33])[CH3:35], predict the reactants needed to synthesize it. The reactants are: Cl[CH2:2][CH2:3][CH2:4][O:5][C:6]1[CH:15]=[C:14]2[C:9]([C:10]([O:16][C:17]3[CH:22]=[CH:21][C:20]([CH3:23])=[CH:19][C:18]=3[C:24]([C:26]3[CH:31]=[CH:30][CH:29]=[CH:28][CH:27]=3)=[O:25])=[CH:11][CH:12]=[N:13]2)=[CH:8][C:7]=1[O:32][CH3:33].[CH2:34]([NH:36][CH2:37][CH3:38])[CH3:35].C(=O)([O-])[O-].[K+].[K+].O. (2) Given the product [Cl:2][C:3]1[CH:4]=[C:5]([C@@H:9]2[CH2:13][N:12]([CH2:38][C:39]([F:42])([F:41])[F:40])[CH2:11][C@H:10]2[NH:14][C:15]([NH:17][C:18]2[N:22]([C:23]3[CH:28]=[CH:27][CH:26]=[CH:25][CH:24]=3)[N:21]=[C:20]3[CH2:29][CH2:30][CH2:31][C:19]=23)=[O:16])[CH:6]=[CH:7][CH:8]=1, predict the reactants needed to synthesize it. The reactants are: Cl.[Cl:2][C:3]1[CH:4]=[C:5]([C@@H:9]2[CH2:13][NH:12][CH2:11][C@H:10]2[NH:14][C:15]([NH:17][C:18]2[N:22]([C:23]3[CH:28]=[CH:27][CH:26]=[CH:25][CH:24]=3)[N:21]=[C:20]3[CH2:29][CH2:30][CH2:31][C:19]=23)=[O:16])[CH:6]=[CH:7][CH:8]=1.FC(F)(F)S(O[CH2:38][C:39]([F:42])([F:41])[F:40])(=O)=O.CCN(C(C)C)C(C)C. (3) Given the product [Cl:8][C:6]1[CH:5]=[CH:4][C:3]([N:9]2[CH:13]=[CH:12][CH:11]=[CH:10]2)=[C:2]([CH:24]([C:23]2[CH:26]=[CH:27][CH:28]=[C:29]([O:30][CH3:31])[C:22]=2[O:21][CH2:19][CH3:20])[OH:25])[CH:7]=1, predict the reactants needed to synthesize it. The reactants are: Br[C:2]1[CH:7]=[C:6]([Cl:8])[CH:5]=[CH:4][C:3]=1[N:9]1[CH:13]=[CH:12][CH:11]=[CH:10]1.C([Li])CCC.[CH2:19]([O:21][C:22]1[C:29]([O:30][CH3:31])=[CH:28][CH:27]=[CH:26][C:23]=1[CH:24]=[O:25])[CH3:20].C(OCC)(=O)C. (4) Given the product [Cl:29][C:30]1[CH:38]=[CH:37][C:36]2[N:35](/[CH:2]=[C:3](/[C:5]3[CH:10]=[N:9][C:8]([O:11][CH3:12])=[CH:7][CH:6]=3)\[CH3:4])[C:34]3[CH2:39][CH2:40][N:41]([CH3:43])[CH2:42][C:33]=3[C:32]=2[CH:31]=1, predict the reactants needed to synthesize it. The reactants are: Br[CH:2]=[C:3]([C:5]1[CH:6]=[CH:7][C:8]([O:11][CH3:12])=[N:9][CH:10]=1)[CH3:4].P([O-])([O-])([O-])=O.[K+].[K+].[K+].N1CCC[C@H]1C(O)=O.[Cl:29][C:30]1[CH:38]=[CH:37][C:36]2[NH:35][C:34]3[CH2:39][CH2:40][N:41]([CH3:43])[CH2:42][C:33]=3[C:32]=2[CH:31]=1. (5) Given the product [CH3:1][N:2]([CH2:12][C:13]1[CH:14]=[C:15]([C:19]2[S:23][C:22]([CH2:24][CH2:25][C:26]([OH:28])=[O:27])=[CH:21][CH:20]=2)[CH:16]=[CH:17][CH:18]=1)[C:3](=[O:11])[CH2:4][CH2:5][CH2:6][CH2:7][CH2:8][CH2:9][CH3:10], predict the reactants needed to synthesize it. The reactants are: [CH3:1][N:2]([CH2:12][C:13]1[CH:14]=[C:15]([C:19]2[S:23][C:22]([CH:24]=[CH:25][C:26]([OH:28])=[O:27])=[CH:21][CH:20]=2)[CH:16]=[CH:17][CH:18]=1)[C:3](=[O:11])[CH2:4][CH2:5][CH2:6][CH2:7][CH2:8][CH2:9][CH3:10]. (6) Given the product [CH3:2][O:4][C:5]([C@@H:7]1[CH2:11][CH2:10][CH2:9][C@H:8]1[C:12]1[C:20]2[C:15](=[CH:16][CH:17]=[C:18]([C:21]#[N:22])[CH:19]=2)[NH:14][CH:13]=1)=[O:6], predict the reactants needed to synthesize it. The reactants are: [Na].[CH2:2]([O:4][C:5]([C@@H:7]1[CH2:11][CH2:10][CH2:9][C@@H:8]1[C:12]1[C:20]2[C:15](=[CH:16][CH:17]=[C:18]([C:21]#[N:22])[CH:19]=2)[NH:14][CH:13]=1)=[O:6])C.